The task is: Predict which catalyst facilitates the given reaction.. This data is from Catalyst prediction with 721,799 reactions and 888 catalyst types from USPTO. Reactant: [CH3:1][NH:2][CH2:3][CH2:4][NH:5][CH3:6].[C:7]([O:11][C:12](=O)[O:13]C(C)(C)C)([CH3:10])([CH3:9])[CH3:8]. Product: [CH3:1][N:2]([CH2:3][CH2:4][NH:5][CH3:6])[C:12](=[O:13])[O:11][C:7]([CH3:10])([CH3:9])[CH3:8]. The catalyst class is: 2.